Predict the reactants needed to synthesize the given product. From a dataset of Full USPTO retrosynthesis dataset with 1.9M reactions from patents (1976-2016). (1) Given the product [ClH:20].[I:1][C:2]1[NH:6][C:5]([C@@H:7]2[CH2:11][CH2:10][CH2:9][NH:8]2)=[N:4][C:3]=1[CH3:19], predict the reactants needed to synthesize it. The reactants are: [I:1][C:2]1[NH:6][C:5]([C@@H:7]2[CH2:11][CH2:10][CH2:9][N:8]2C(OC(C)(C)C)=O)=[N:4][C:3]=1[CH3:19].[ClH:20]. (2) Given the product [N:1]1[CH:6]=[CH:5][CH:4]=[CH:3][C:2]=1[CH:7]([CH2:10][CH:11]1[CH2:16][CH2:15][O:14][CH2:13][CH2:12]1)[CH2:8][NH2:9], predict the reactants needed to synthesize it. The reactants are: [N:1]1[CH:6]=[CH:5][CH:4]=[CH:3][C:2]=1[CH:7]([CH2:10][CH:11]1[CH2:16][CH2:15][O:14][CH2:13][CH2:12]1)[C:8]#[N:9].B.[Na].Cl.N.